Dataset: NCI-60 drug combinations with 297,098 pairs across 59 cell lines. Task: Regression. Given two drug SMILES strings and cell line genomic features, predict the synergy score measuring deviation from expected non-interaction effect. (1) Cell line: SF-268. Drug 2: CC1C(C(CC(O1)OC2CC(CC3=C2C(=C4C(=C3O)C(=O)C5=C(C4=O)C(=CC=C5)OC)O)(C(=O)CO)O)N)O.Cl. Drug 1: C1=CC(=C2C(=C1NCCNCCO)C(=O)C3=C(C=CC(=C3C2=O)O)O)NCCNCCO. Synergy scores: CSS=54.9, Synergy_ZIP=3.78, Synergy_Bliss=3.92, Synergy_Loewe=5.25, Synergy_HSA=6.40. (2) Drug 1: C1=CC(=C2C(=C1NCCNCCO)C(=O)C3=C(C=CC(=C3C2=O)O)O)NCCNCCO. Drug 2: C1=NC2=C(N1)C(=S)N=CN2. Cell line: KM12. Synergy scores: CSS=25.9, Synergy_ZIP=-6.52, Synergy_Bliss=-12.2, Synergy_Loewe=-6.88, Synergy_HSA=-6.06. (3) Drug 1: C1=NC2=C(N1)C(=S)N=C(N2)N. Drug 2: CC1=C(C(=O)C2=C(C1=O)N3CC4C(C3(C2COC(=O)N)OC)N4)N. Cell line: HOP-62. Synergy scores: CSS=47.5, Synergy_ZIP=-6.18, Synergy_Bliss=-7.76, Synergy_Loewe=-4.13, Synergy_HSA=-0.873. (4) Drug 1: CN(C)N=NC1=C(NC=N1)C(=O)N. Drug 2: C(CC(=O)O)C(=O)CN.Cl. Cell line: SW-620. Synergy scores: CSS=3.35, Synergy_ZIP=11.1, Synergy_Bliss=9.33, Synergy_Loewe=4.14, Synergy_HSA=3.78. (5) Synergy scores: CSS=7.02, Synergy_ZIP=-4.47, Synergy_Bliss=-2.52, Synergy_Loewe=-10.5, Synergy_HSA=-3.19. Drug 1: CC1OCC2C(O1)C(C(C(O2)OC3C4COC(=O)C4C(C5=CC6=C(C=C35)OCO6)C7=CC(=C(C(=C7)OC)O)OC)O)O. Cell line: SNB-75. Drug 2: C1=NC2=C(N=C(N=C2N1C3C(C(C(O3)CO)O)O)F)N. (6) Drug 1: C1=CC(=CC=C1CCCC(=O)O)N(CCCl)CCCl. Drug 2: C1=CN(C(=O)N=C1N)C2C(C(C(O2)CO)O)O.Cl. Cell line: U251. Synergy scores: CSS=29.5, Synergy_ZIP=-8.12, Synergy_Bliss=-5.01, Synergy_Loewe=-3.73, Synergy_HSA=-1.01.